Dataset: Reaction yield outcomes from USPTO patents with 853,638 reactions. Task: Predict the reaction yield, written as a fraction of the theoretical maximum amount of product (1.0 means a 100% yield; for example, 0.34 means a 34% yield). (1) The reactants are [N:1]([CH2:4][CH:5]1[CH2:9][C:8]2[CH:10]=[CH:11][CH:12]=[C:13]([C:14]3[CH:19]=[CH:18][CH:17]=[C:16]([C:20]([F:23])([F:22])[F:21])[CH:15]=3)[C:7]=2[O:6]1)=[N+]=[N-]. The catalyst is [Pd]. The product is [F:22][C:20]([F:21])([F:23])[C:16]1[CH:15]=[C:14]([C:13]2[C:7]3[O:6][CH:5]([CH2:4][NH2:1])[CH2:9][C:8]=3[CH:10]=[CH:11][CH:12]=2)[CH:19]=[CH:18][CH:17]=1. The yield is 0.690. (2) The reactants are FC(F)(F)C(O)=O.[NH2:8][C:9]([C:11]1[CH:16]=[CH:15][C:14]([NH:17][C:18]([CH:20]2[CH2:25][CH2:24][CH:23]([NH:26]C(=O)OC(C)(C)C)[CH2:22][CH2:21]2)=[O:19])=[CH:13][CH:12]=1)=[O:10]. The catalyst is C(Cl)Cl. The product is [NH2:26][CH:23]1[CH2:24][CH2:25][CH:20]([C:18]([NH:17][C:14]2[CH:13]=[CH:12][C:11]([C:9]([NH2:8])=[O:10])=[CH:16][CH:15]=2)=[O:19])[CH2:21][CH2:22]1. The yield is 0.140.